Dataset: Full USPTO retrosynthesis dataset with 1.9M reactions from patents (1976-2016). Task: Predict the reactants needed to synthesize the given product. (1) Given the product [F:1][C:2]1[CH:7]=[C:6]([F:8])[CH:5]=[C:4]([F:9])[C:3]=1[C:28]1([OH:40])[C:29]2[C:34](=[CH:33][C:32]([I:35])=[CH:31][C:30]=2[C:36]([F:38])([F:39])[F:37])[N:26]([CH2:25][C@H:23]2[CH2:22][C@H:21]([N:20]([CH2:18][CH3:19])[CH2:42][CH3:43])[CH2:24]2)[C:27]1=[O:41], predict the reactants needed to synthesize it. The reactants are: [F:1][C:2]1[CH:7]=[C:6]([F:8])[CH:5]=[C:4]([F:9])[CH:3]=1.C([N-]C(C)C)(C)C.[Li+].[CH2:18]([N:20]([CH2:42][CH3:43])[C@H:21]1[CH2:24][C@H:23]([CH2:25][N:26]2[C:34]3[C:29](=[C:30]([C:36]([F:39])([F:38])[F:37])[CH:31]=[C:32]([I:35])[CH:33]=3)[C:28](=[O:40])[C:27]2=[O:41])[CH2:22]1)[CH3:19].C(=O)(O)[O-].[Na+]. (2) Given the product [C:15]1([C@@H:13]([N:9]2[C:7]3=[N:8][C:3]([CH2:1][CH3:2])=[CH:4][N:5]=[C:6]3[N:11]=[C:10]2[OH:12])[CH3:14])[CH:20]=[CH:19][CH:18]=[CH:17][CH:16]=1, predict the reactants needed to synthesize it. The reactants are: [CH:1]([C:3]1[N:8]=[C:7]2[N:9]([C@H:13]([C:15]3[CH:20]=[CH:19][CH:18]=[CH:17][CH:16]=3)[CH3:14])[C:10]([OH:12])=[N:11][C:6]2=[N:5][CH:4]=1)=[CH2:2]. (3) Given the product [S:25]1[C:13]2[CH:19]=[CH:18][CH:17]=[CH:16][C:14]=2[N:15]=[CH:24]1, predict the reactants needed to synthesize it. The reactants are: [H-].[Na+].C(OCCOCCO)C.Cl[C:13]1[CH:19]=[CH:18][C:17](C(F)(F)F)=[CH:16][C:14]=1[NH2:15].[C:24](=S)=[S:25]. (4) Given the product [NH:28]([CH:26]1[C:25]2[C:20](=[CH:21][CH:22]=[CH:23][CH:24]=2)[N:19]([C:6]([C:5]2[CH:9]=[CH:10][C:2]([Cl:1])=[CH:3][CH:4]=2)=[O:7])[CH:18]([CH3:17])[CH2:27]1)[C:29]1[CH:30]=[CH:31][CH:32]=[CH:33][CH:34]=1, predict the reactants needed to synthesize it. The reactants are: [Cl:1][C:2]1[CH:10]=[CH:9][C:5]([C:6](Cl)=[O:7])=[CH:4][CH:3]=1.N1C=CC=CC=1.[CH3:17][C@H:18]1[CH2:27][C@H:26]([NH:28][C:29]2[CH:34]=[CH:33][CH:32]=[CH:31][CH:30]=2)[C:25]2[C:20](=[CH:21][CH:22]=[CH:23][CH:24]=2)[NH:19]1. (5) Given the product [OH:56][CH2:57][C:58]1[CH:59]=[C:60]([C:61]2[N:78]=[C:64]([C:65]3[CH:70]=[CH:69][C:68]([O:71][CH:72]([CH3:74])[CH3:73])=[C:67]([CH:66]=3)[C:75]#[N:76])[O:63][N:62]=2)[CH:79]=[CH:80][N:81]=1, predict the reactants needed to synthesize it. The reactants are: C(C1C=C(C=CC=1OC(C)C)C(O)=O)#N.C1C=CC2N(O)N=NC=2C=1.C(Cl)CCl.[Si](OCC1C=C(C=CN=1)C(=N)NO)(C(C)(C)C)(C)C.[Si]([O:56][CH2:57][C:58]1[CH:59]=[C:60]([CH:79]=[CH:80][N:81]=1)[C:61](=[NH:78])[NH:62][O:63][C:64](=O)[C:65]1[CH:70]=[CH:69][C:68]([O:71][CH:72]([CH3:74])[CH3:73])=[C:67]([C:75]#[N:76])[CH:66]=1)(C(C)(C)C)(C)C. (6) Given the product [F:30][C:31]1[CH:36]=[CH:35][CH:34]=[CH:33][C:32]=1[C:37]([NH2:20])([CH3:42])[CH3:38], predict the reactants needed to synthesize it. The reactants are: C(O)(C)(C)C.C1(P([N:20]=[N+]=[N-])(C2C=CC=CC=2)=O)C=CC=CC=1.C(N(CC)CC)C.[F:30][C:31]1[CH:36]=[CH:35][CH:34]=[CH:33][C:32]=1[C:37]([CH3:42])(C)[C:38](O)=O.